This data is from Forward reaction prediction with 1.9M reactions from USPTO patents (1976-2016). The task is: Predict the product of the given reaction. (1) Given the reactants [O:1]1[CH2:5][CH2:4][CH2:3][C@H:2]1[CH2:6][OH:7].[Cl:8][C:9]1[CH:10]=[C:11]([C:16]2[CH:37]=[CH:36][C:19]3[NH:20][C:21]([NH:23][C:24]([C:26]4[N:27]=[C:28]5[CH:33]=[CH:32][C:31](Cl)=[N:30][N:29]5[CH:35]=4)=[O:25])=[N:22][C:18]=3[CH:17]=2)[CH:12]=[C:13]([F:15])[CH:14]=1.O, predict the reaction product. The product is: [Cl:8][C:9]1[CH:10]=[C:11]([C:16]2[CH:37]=[CH:36][C:19]3[NH:20][C:21]([NH:23][C:24]([C:26]4[N:27]=[C:28]5[CH:33]=[CH:32][C:31]([O:7][CH2:6][C@@H:2]6[CH2:3][CH2:4][CH2:5][O:1]6)=[N:30][N:29]5[CH:35]=4)=[O:25])=[N:22][C:18]=3[CH:17]=2)[CH:12]=[C:13]([F:15])[CH:14]=1. (2) Given the reactants [C:1]([C:3]1[CH:4]=[C:5]([NH:9][C:10](=[O:16])[O:11][C:12]([CH3:15])([CH3:14])[CH3:13])[CH:6]=[N:7][CH:8]=1)#[CH:2].I[C:18]1[CH:23]=[C:22]([N+:24]([O-:26])=[O:25])[CH:21]=[CH:20][C:19]=1[NH:27][C:28](=[O:34])[O:29][C:30]([CH3:33])([CH3:32])[CH3:31], predict the reaction product. The product is: [C:30]([O:29][C:28]([NH:27][C:19]1[CH:20]=[CH:21][C:22]([N+:24]([O-:26])=[O:25])=[CH:23][C:18]=1[C:2]#[C:1][C:3]1[CH:4]=[C:5]([NH:9][C:10](=[O:16])[O:11][C:12]([CH3:13])([CH3:15])[CH3:14])[CH:6]=[N:7][CH:8]=1)=[O:34])([CH3:33])([CH3:31])[CH3:32]. (3) Given the reactants [Cl:1][C:2]1[CH:7]=[CH:6][C:5]([C:8]([C:49]2[CH:54]=[CH:53][C:52]([Cl:55])=[CH:51][CH:50]=2)([OH:48])[CH2:9][NH:10][C:11]2[N:19]=[C:18]([N:20]3[CH2:24][CH2:23][C@@H:22]([NH:25]C(OC(C)(C)C)=O)[CH2:21]3)[N:17]=[C:16]3[C:12]=2[N:13]=[CH:14][N:15]3[C@@H:33]2[CH2:37][C@H:36]([NH:38][C:39]([CH2:41][O:42]C(=O)C)=[O:40])[C@@H:35]([OH:46])[C@H:34]2[OH:47])=[CH:4][CH:3]=1.Cl, predict the reaction product. The product is: [NH2:25][C@@H:22]1[CH2:23][CH2:24][N:20]([C:18]2[N:17]=[C:16]3[C:12]([N:13]=[CH:14][N:15]3[C@@H:33]3[CH2:37][C@H:36]([NH:38][C:39](=[O:40])[CH2:41][OH:42])[C@@H:35]([OH:46])[C@H:34]3[OH:47])=[C:11]([NH:10][CH2:9][C:8]([C:49]3[CH:54]=[CH:53][C:52]([Cl:55])=[CH:51][CH:50]=3)([C:5]3[CH:6]=[CH:7][C:2]([Cl:1])=[CH:3][CH:4]=3)[OH:48])[N:19]=2)[CH2:21]1.